From a dataset of Catalyst prediction with 721,799 reactions and 888 catalyst types from USPTO. Predict which catalyst facilitates the given reaction. (1) The catalyst class is: 1. Product: [CH2:22]([CH:24]1[C:28]2[S:29][CH:30]=[CH:31][C:27]=2[C:26](=[C:5]2[C:4]3[C:8](=[CH:9][CH:10]=[C:2]([F:1])[CH:3]=3)[NH:7][C:6]2=[O:11])[O:25]1)[CH3:23]. Reactant: [F:1][C:2]1[CH:3]=[C:4]2[C:8](=[CH:9][CH:10]=1)[NH:7][C:6](=[O:11])[CH2:5]2.C[Si]([N-][Si](C)(C)C)(C)C.[Li+].[CH2:22]([CH:24]1[C:28]2[S:29][CH:30]=[CH:31][C:27]=2[C:26](=O)[O:25]1)[CH3:23].Cl. (2) Reactant: [Cl:1][C:2]1[C:7]([C:8]2[NH:12][C:11]3[CH:13]=[CH:14][CH:15]=[C:16]([C:17]([NH:19][C:20]4[S:21][CH:22]=[CH:23][N:24]=4)=[O:18])[C:10]=3[N:9]=2)=[CH:6][CH:5]=[CH:4][N:3]=1.[NH:25]1[CH2:30][CH2:29][O:28][CH2:27][CH2:26]1. Product: [Cl:1][C:2]1[C:7]([C:8]2[NH:12][C:11]3[CH:13]=[CH:14][CH:15]=[C:16]([C:17]([NH:19][C:20]4[S:21][CH:22]=[CH:23][N:24]=4)=[O:18])[C:10]=3[N:9]=2)=[CH:6][CH:5]=[CH:4][N:3]=1.[O:28]1[CH2:29][CH2:30][N:25]([C:2]2[C:7]([C:8]3[NH:12][C:11]4[CH:13]=[CH:14][CH:15]=[C:16]([C:17]([NH:19][C:20]5[S:21][CH:22]=[CH:23][N:24]=5)=[O:18])[C:10]=4[N:9]=3)=[CH:6][CH:5]=[CH:4][N:3]=2)[CH2:26][CH2:27]1. The catalyst class is: 58. (3) Reactant: [Cl:1][C:2]1[CH:3]=[C:4]2[C:12](=[CH:13][CH:14]=1)[N:11]([CH2:15][C:16]1[CH:21]=[CH:20][CH:19]=[CH:18][C:17]=1[O:22]C)[C:10]1[CH2:9][CH2:8][CH:7]([NH:24][C:25](=[O:29])[CH:26]([CH3:28])[CH3:27])[CH2:6][C:5]2=1.B(Br)(Br)Br. Product: [Cl:1][C:2]1[CH:3]=[C:4]2[C:12](=[CH:13][CH:14]=1)[N:11]([CH2:15][C:16]1[CH:21]=[CH:20][CH:19]=[CH:18][C:17]=1[OH:22])[C:10]1[CH2:9][CH2:8][CH:7]([NH:24][C:25](=[O:29])[CH:26]([CH3:27])[CH3:28])[CH2:6][C:5]2=1. The catalyst class is: 4. (4) Reactant: [F:1][C:2]1[CH:10]=[C:9]([C:11]([F:14])([F:13])[F:12])[CH:8]=[CH:7][C:3]=1[C:4](Cl)=[O:5].[Br:15][C:16]1[CH:22]=[CH:21][C:19]([NH2:20])=[CH:18][CH:17]=1.C(N(CC)C(C)C)(C)C. Product: [Br:15][C:16]1[CH:22]=[CH:21][C:19]([NH:20][C:4](=[O:5])[C:3]2[CH:7]=[CH:8][C:9]([C:11]([F:14])([F:13])[F:12])=[CH:10][C:2]=2[F:1])=[CH:18][CH:17]=1. The catalyst class is: 4. (5) Reactant: N#N.C([O:7][C:8](=[O:22])[CH2:9][C:10]1[CH:15]=[CH:14][CH:13]=[C:12]([C:16]2([CH3:21])OCC[O:17]2)[CH:11]=1)(C)(C)C. Product: [C:16]([C:12]1[CH:11]=[C:10]([CH2:9][C:8]([OH:22])=[O:7])[CH:15]=[CH:14][CH:13]=1)(=[O:17])[CH3:21]. The catalyst class is: 67. (6) Reactant: [C:1]([O:5][C:6]([N:8]1[CH2:12][C@H:11]([O:13][C:14]2[CH:19]=[CH:18][CH:17]=[C:16]([O:20][CH3:21])[CH:15]=2)[CH2:10][C@@H:9]1[C@@H:22]([OH:36])[C@@H:23]([N+:33]([O-])=O)[CH2:24][C:25]1[CH:30]=[C:29]([F:31])[CH:28]=[C:27]([F:32])[CH:26]=1)=[O:7])([CH3:4])([CH3:3])[CH3:2].[BH4-].[Na+].O. Product: [C:1]([O:5][C:6]([N:8]1[CH2:12][C@H:11]([O:13][C:14]2[CH:19]=[CH:18][CH:17]=[C:16]([O:20][CH3:21])[CH:15]=2)[CH2:10][C@@H:9]1[C@@H:22]([OH:36])[C@@H:23]([NH2:33])[CH2:24][C:25]1[CH:30]=[C:29]([F:31])[CH:28]=[C:27]([F:32])[CH:26]=1)=[O:7])([CH3:4])([CH3:2])[CH3:3]. The catalyst class is: 5. (7) Product: [F:33][C:21]([F:20])([F:32])[C:22]1[CH:23]=[CH:24][C:25]([S:28]([N:8]2[CH2:9][CH2:10][CH2:11][C:6]3([C:2](=[O:12])[NH:3][CH2:4][CH2:5]3)[CH2:7]2)(=[O:30])=[O:29])=[CH:26][CH:27]=1. Reactant: Cl.[C:2]1(=[O:12])[C:6]2([CH2:11][CH2:10][CH2:9][NH:8][CH2:7]2)[CH2:5][CH2:4][NH:3]1.C(N(CC)CC)C.[F:20][C:21]([F:33])([F:32])[C:22]1[CH:27]=[CH:26][C:25]([S:28](Cl)(=[O:30])=[O:29])=[CH:24][CH:23]=1. The catalyst class is: 4. (8) Reactant: [NH2:1][C:2]1[N:10]=[CH:9][CH:8]=[CH:7][C:3]=1[C:4]([OH:6])=O.ON1C2C=CC=CC=2N=N1.CCN=C=NCCCN(C)C.[N:32]1[CH:37]=[CH:36][CH:35]=[C:34]([O:38][C:39]2[CH:40]=[C:41]([CH:44]=[CH:45][CH:46]=2)[CH2:42][NH2:43])[CH:33]=1.C(=O)(O)[O-].[Na+]. Product: [N:32]1[CH:37]=[CH:36][CH:35]=[C:34]([O:38][C:39]2[CH:40]=[C:41]([CH2:42][NH:43][C:4](=[O:6])[C:3]3[CH:7]=[CH:8][CH:9]=[N:10][C:2]=3[NH2:1])[CH:44]=[CH:45][CH:46]=2)[CH:33]=1. The catalyst class is: 3.